Dataset: Catalyst prediction with 721,799 reactions and 888 catalyst types from USPTO. Task: Predict which catalyst facilitates the given reaction. Reactant: [H-].[H-].[H-].[H-].[Li+].[Al+3].[CH2:7]([NH:11][C:12](=O)[C@@H:13]([NH:21][C:22](=[O:28])[O:23][C:24]([CH3:27])([CH3:26])[CH3:25])[CH2:14][CH:15]1[CH2:20][CH2:19][CH2:18][CH2:17][CH2:16]1)[CH2:8][CH2:9][CH3:10].O.[OH-].[Na+]. Product: [C:24]([O:23][C:22]([NH:21][C@@H:13]([CH2:14][CH:15]1[CH2:16][CH2:17][CH2:18][CH2:19][CH2:20]1)[CH2:12][NH:11][CH2:7][CH2:8][CH2:9][CH3:10])=[O:28])([CH3:25])([CH3:26])[CH3:27]. The catalyst class is: 1.